Dataset: Reaction yield outcomes from USPTO patents with 853,638 reactions. Task: Predict the reaction yield, written as a fraction of the theoretical maximum amount of product (1.0 means a 100% yield; for example, 0.34 means a 34% yield). The reactants are CC1(C)C(C)(C)OB([C:9]2[CH:10]=[C:11]3[CH:17]=[CH:16][NH:15][C:12]3=[N:13][CH:14]=2)O1.Br[C:20]1[CH:25]=[CH:24][C:23]([O:26][CH2:27][CH2:28][O:29][CH3:30])=[CH:22][CH:21]=1.C(=O)([O-])[O-].[K+].[K+]. The catalyst is O1CCCC1.C(OCC)(=O)C.C(=O)([O-])[O-].[Na+].[Na+].C1C=CC([P]([Pd]([P](C2C=CC=CC=2)(C2C=CC=CC=2)C2C=CC=CC=2)([P](C2C=CC=CC=2)(C2C=CC=CC=2)C2C=CC=CC=2)[P](C2C=CC=CC=2)(C2C=CC=CC=2)C2C=CC=CC=2)(C2C=CC=CC=2)C2C=CC=CC=2)=CC=1. The product is [CH3:30][O:29][CH2:28][CH2:27][O:26][C:23]1[CH:24]=[CH:25][C:20]([C:9]2[CH:10]=[C:11]3[CH:17]=[CH:16][NH:15][C:12]3=[N:13][CH:14]=2)=[CH:21][CH:22]=1. The yield is 0.670.